Dataset: Catalyst prediction with 721,799 reactions and 888 catalyst types from USPTO. Task: Predict which catalyst facilitates the given reaction. (1) Reactant: Br[C:2]1[N:3]=[C:4]2[C:9](=[N:10][CH:11]=1)[NH:8]C(=O)N(C1C=CC=C(Cl)C=1)[C:5]2=[O:20].[CH3:21][O-:22].[Na+].[OH-:24].[Na+]. Product: [NH2:8][C:9]1[C:4]([C:5]([OH:20])=[O:24])=[N:3][C:2]([O:22][CH3:21])=[CH:11][N:10]=1. The catalyst class is: 5. (2) Reactant: [C:1]([C:4]1[CH:18]=[CH:17][C:7]([O:8][CH2:9][C:10]([O:12]C(C)(C)C)=[O:11])=[C:6]([O:19][CH3:20])[CH:5]=1)(=[O:3])[CH3:2].[N+:21]([O-])([OH:23])=[O:22]. Product: [C:1]([C:4]1[C:18]([N+:21]([O-:23])=[O:22])=[CH:17][C:7]([O:8][CH2:9][C:10]([OH:12])=[O:11])=[C:6]([O:19][CH3:20])[CH:5]=1)(=[O:3])[CH3:2]. The catalyst class is: 152. (3) Reactant: [C:1]([N:8]1[C:16]2[C:11](=[CH:12][CH:13]=[CH:14][CH:15]=2)[CH:10]=[C:9]1B(O)O)([O:3][C:4]([CH3:7])([CH3:6])[CH3:5])=[O:2].[Cl:20][C:21]1[CH:22]=[N:23][CH:24]=[C:25](Br)[CH:26]=1.COC1C=CC=C(OC)C=1C1C=CC=CC=1P(C1CCCCC1)C1CCCCC1.P([O-])([O-])([O-])=O.[K+].[K+].[K+].N#N. Product: [C:4]([O:3][C:1]([N:8]1[C:16]2[C:11](=[CH:12][CH:13]=[CH:14][CH:15]=2)[CH:10]=[C:9]1[C:25]1[CH:24]=[N:23][CH:22]=[C:21]([Cl:20])[CH:26]=1)=[O:2])([CH3:7])([CH3:6])[CH3:5]. The catalyst class is: 187. (4) Reactant: [C:1]1([CH3:8])[C:6]([OH:7])=[CH:5][CH:4]=[CH:3][CH:2]=1.[S-:9][C:10]#[N:11].[Na+].[Br-].[Na+].BrBr.C(=O)(O)[O-].[Na+]. Product: [CH3:8][C:1]1[CH:2]=[C:3]([S:9][C:10]#[N:11])[CH:4]=[CH:5][C:6]=1[OH:7]. The catalyst class is: 5. (5) The catalyst class is: 12. Reactant: [Cl:1][C:2]1[CH:7]=[C:6](I)[CH:5]=[CH:4][N:3]=1.[C:9]([C:11]1[CH:16]=[CH:15][C:14](B(O)O)=[CH:13][CH:12]=1)#[N:10].C(=O)([O-])[O-].[K+].[K+]. Product: [Cl:1][C:2]1[CH:7]=[C:6]([C:14]2[CH:15]=[CH:16][C:11]([C:9]#[N:10])=[CH:12][CH:13]=2)[CH:5]=[CH:4][N:3]=1. (6) Reactant: [N-:1]=[N+:2]=[N-:3].[Na+].Cl[C:6]1[CH:11]=[CH:10][N:9]=[CH:8][C:7]=1[CH:12]=[O:13].C(OCC)(=O)C. Product: [N:1]([C:6]1[CH:11]=[CH:10][N:9]=[CH:8][C:7]=1[CH:12]=[O:13])=[N+:2]=[N-:3]. The catalyst class is: 3.